This data is from Experimentally validated miRNA-target interactions with 360,000+ pairs, plus equal number of negative samples. The task is: Binary Classification. Given a miRNA mature sequence and a target amino acid sequence, predict their likelihood of interaction. (1) The miRNA is hsa-miR-3936 with sequence UAAGGGGUGUAUGGCAGAUGCA. The protein sequence of the target gene is MTTAHFYCQYCTASLLGKKYVLKDDSPYCVTCYDRVFSNYCEECKKPIESDSKDLCYKDRHWHEGCFKCTKCNHSLVEKPFAAKDERLLCTECYSNECSSKCFHCKRTIMPGSRKMEFKGNYWHETCFVCENCRQPIGTKPLISKESGNYCVPCFEKEFAHYCNFCKKVITSGGITFCDQLWHKECFLCSGCRKDLCEEQFMSRDDYPFCVDCYNHLYANKCVACSKPISGLTGAKFICFQDSQWHSECFNCGKCSVSLVGKGFLTQNKEIFCQKCGSGMDTDI. Result: 0 (no interaction). (2) The miRNA is hsa-miR-302e with sequence UAAGUGCUUCCAUGCUU. The protein sequence of the target gene is MQPSGWAAAREAAGRDMLAADLRCSLFASALQSYKRDSVLRPFPASYARGDCKDFEALLADASKLPNLKELLQSSGDNHKRAWDLVSWILSSKVLTIHSAGKAEFEKIQKLTGAPHTPVPAPDFLFEIEYFDPANAKFYETKGERDLIYAFHGSRLENFHSIIHNGLHCHLNKTSLFGEGTYLTSDLSLALIYSPHGHGWQHSLLGPILSCVAVCEVIDHPDVKCQTKKKDSKEIDRRRARIKHSEGGDIPPKYFVVTNNQLLRVKYLLVYSQKPPKRASSQLSWFSSHWFTVMISLYLL.... Result: 0 (no interaction).